This data is from Full USPTO retrosynthesis dataset with 1.9M reactions from patents (1976-2016). The task is: Predict the reactants needed to synthesize the given product. (1) Given the product [Br:13][CH2:11][C:5]1[C:6]([N+:8]([O-:10])=[O:9])=[CH:7][C:2]([F:1])=[C:3]([CH3:12])[N:4]=1, predict the reactants needed to synthesize it. The reactants are: [F:1][C:2]1[C:3]([CH3:12])=[N:4][C:5]([CH3:11])=[C:6]([N+:8]([O-:10])=[O:9])[CH:7]=1.[Br:13]N1C(=O)CCC1=O.N(C(C)(C)C#N)=NC(C)(C)C#N. (2) Given the product [N:16]1[O:17][N:18]=[C:19]2[CH:24]=[C:23]([CH2:25][O:26]/[N:27]=[C:8]3\[CH2:7][CH2:6][C:5]4[C:9]\3=[CH:10][C:11]([O:12][CH3:13])=[C:3]([O:2][CH3:1])[CH:4]=4)[CH:22]=[CH:21][C:20]=12, predict the reactants needed to synthesize it. The reactants are: [CH3:1][O:2][C:3]1[CH:4]=[C:5]2[C:9](=[CH:10][C:11]=1[O:12][CH3:13])[C:8](=O)[CH2:7][CH2:6]2.Cl.[N:16]1[O:17][N:18]=[C:19]2[CH:24]=[C:23]([CH2:25][O:26][NH2:27])[CH:22]=[CH:21][C:20]=12.N1C=CC=CC=1.[N+](C1C=CC(CO/N=C2\CCCC3C\2=CC(OC)=C(OC)C=3)=CC=1)([O-])=O. (3) Given the product [NH2:1][C:2]1[N:10]=[CH:9][N:8]=[C:7]2[C:3]=1[N:4]=[CH:5][N:6]2[C@@H:11]1[CH2:12][CH2:13][C@@H:14]([OH:17])[C@H:15]1[OH:16], predict the reactants needed to synthesize it. The reactants are: [NH2:1][C:2]1[N:10]=[CH:9][N:8]=[C:7]2[C:3]=1[N:4]=[CH:5][N:6]2[C@H:11]1[C@H:15]([OH:16])[C@H:14]([OH:17])[CH:13]=[CH:12]1. (4) Given the product [CH2:10]([C:9]1[CH:8]=[CH:7][C:6]([CH:4]([CH3:5])[C:2]([O:1][CH2:17][CH2:18][NH:19][C:20]([O:21][C:22]([CH3:25])([CH3:24])[CH3:23])=[O:26])=[O:3])=[CH:15][CH:14]=1)[CH:11]([CH3:12])[CH3:13], predict the reactants needed to synthesize it. The reactants are: [OH:1][C:2]([CH:4]([C:6]1[CH:15]=[CH:14][C:9]([CH2:10][CH:11]([CH3:13])[CH3:12])=[CH:8][CH:7]=1)[CH3:5])=[O:3].O[CH2:17][CH2:18][NH:19][C:20](=[O:26])[O:21][C:22]([CH3:25])([CH3:24])[CH3:23].C1CCC(N=C=NC2CCCCC2)CC1. (5) The reactants are: [Cl:1][C:2]1[CH:3]=[CH:4][C:5]([F:9])=[C:6]([CH:8]=1)[NH2:7].Cl.N([O-])=O.[Na+].O.O.O.C([O-])(=O)C.[Na+].[C:23]([CH2:25][C:26]([NH2:28])=[O:27])#[N:24].[Na].C(CC(N)=O)#[N:31]. Given the product [Cl:1][C:2]1[CH:3]=[CH:4][C:5]([F:9])=[C:6]([NH:7][N:31]=[C:25]([C:23]#[N:24])[C:26]([NH2:28])=[O:27])[CH:8]=1, predict the reactants needed to synthesize it. (6) Given the product [Br:1][C:2]1[CH:7]=[CH:6][C:5]([Cl:8])=[CH:4][C:3]=1[C@H:9]([N:11]([C:19]([O:21][C:22]([CH3:25])([CH3:24])[CH3:23])=[O:20])[C:12]([O:13][C:14]([CH3:17])([CH3:16])[CH3:15])=[O:18])[CH3:10], predict the reactants needed to synthesize it. The reactants are: [Br:1][C:2]1[CH:7]=[CH:6][C:5]([Cl:8])=[CH:4][C:3]=1[C@H:9]([NH:11][C:12](=[O:18])[O:13][C:14]([CH3:17])([CH3:16])[CH3:15])[CH3:10].[C:19](O[C:19]([O:21][C:22]([CH3:25])([CH3:24])[CH3:23])=[O:20])([O:21][C:22]([CH3:25])([CH3:24])[CH3:23])=[O:20]. (7) The reactants are: [CH3:1][N:2]([CH3:14])[CH2:3][CH2:4][O:5][C:6]1[CH:13]=[CH:12][C:9]([CH2:10][NH2:11])=[CH:8][CH:7]=1.[CH3:15][O:16][C:17]1[CH:18]=[C:19]([CH:23]=[CH:24][C:25]=1[O:26][CH3:27])[C:20](Cl)=[O:21]. Given the product [CH3:1][N:2]([CH2:3][CH2:4][O:5][C:6]1[CH:13]=[CH:12][C:9]([CH2:10][NH:11][C:20]([C:19]2[CH:23]=[CH:24][C:25]([O:26][CH3:27])=[C:17]([O:16][CH3:15])[CH:18]=2)=[O:21])=[CH:8][CH:7]=1)[CH3:14], predict the reactants needed to synthesize it.